Dataset: NCI-60 drug combinations with 297,098 pairs across 59 cell lines. Task: Regression. Given two drug SMILES strings and cell line genomic features, predict the synergy score measuring deviation from expected non-interaction effect. (1) Drug 1: CCN(CC)CCNC(=O)C1=C(NC(=C1C)C=C2C3=C(C=CC(=C3)F)NC2=O)C. Drug 2: C1C(C(OC1N2C=NC(=NC2=O)N)CO)O. Cell line: SF-539. Synergy scores: CSS=-6.50, Synergy_ZIP=5.77, Synergy_Bliss=1.80, Synergy_Loewe=-17.8, Synergy_HSA=-16.0. (2) Drug 1: C1=CC(=C2C(=C1NCCNCCO)C(=O)C3=C(C=CC(=C3C2=O)O)O)NCCNCCO. Drug 2: CC(C)CN1C=NC2=C1C3=CC=CC=C3N=C2N. Cell line: SK-OV-3. Synergy scores: CSS=48.9, Synergy_ZIP=1.81, Synergy_Bliss=2.48, Synergy_Loewe=-22.6, Synergy_HSA=1.42. (3) Drug 1: C1=CN(C(=O)N=C1N)C2C(C(C(O2)CO)O)O.Cl. Drug 2: CC1=C(C(=CC=C1)Cl)NC(=O)C2=CN=C(S2)NC3=CC(=NC(=N3)C)N4CCN(CC4)CCO. Cell line: EKVX. Synergy scores: CSS=4.50, Synergy_ZIP=-3.13, Synergy_Bliss=-0.557, Synergy_Loewe=-1.62, Synergy_HSA=-0.469. (4) Drug 1: CC1C(C(CC(O1)OC2CC(CC3=C2C(=C4C(=C3O)C(=O)C5=C(C4=O)C(=CC=C5)OC)O)(C(=O)C)O)N)O.Cl. Drug 2: C1=NC2=C(N=C(N=C2N1C3C(C(C(O3)CO)O)F)Cl)N. Cell line: SNB-75. Synergy scores: CSS=6.54, Synergy_ZIP=-1.78, Synergy_Bliss=-2.50, Synergy_Loewe=-15.0, Synergy_HSA=-2.52. (5) Drug 1: CC1=C(C=C(C=C1)C(=O)NC2=CC(=CC(=C2)C(F)(F)F)N3C=C(N=C3)C)NC4=NC=CC(=N4)C5=CN=CC=C5. Drug 2: CCC1=C2CN3C(=CC4=C(C3=O)COC(=O)C4(CC)O)C2=NC5=C1C=C(C=C5)O. Cell line: HCC-2998. Synergy scores: CSS=28.0, Synergy_ZIP=5.89, Synergy_Bliss=10.4, Synergy_Loewe=-34.8, Synergy_HSA=-1.36. (6) Drug 1: CC1=C2C(C(=O)C3(C(CC4C(C3C(C(C2(C)C)(CC1OC(=O)C(C(C5=CC=CC=C5)NC(=O)OC(C)(C)C)O)O)OC(=O)C6=CC=CC=C6)(CO4)OC(=O)C)OC)C)OC. Drug 2: C(CN)CNCCSP(=O)(O)O. Cell line: A549. Synergy scores: CSS=23.9, Synergy_ZIP=0.714, Synergy_Bliss=-8.47, Synergy_Loewe=-36.1, Synergy_HSA=-8.51.